This data is from Full USPTO retrosynthesis dataset with 1.9M reactions from patents (1976-2016). The task is: Predict the reactants needed to synthesize the given product. Given the product [ClH:1].[Cl:1][C:2]1[CH:3]=[C:4]([C:8]2[N:13]=[C:12]3[CH2:14][CH2:15][CH2:16][C:11]3=[C:10]([CH2:17][C:18]3[CH:19]=[CH:20][C:21]([C:24]([CH3:30])([CH3:29])[C:25]([OH:27])=[O:26])=[CH:22][CH:23]=3)[CH:9]=2)[CH:5]=[CH:6][CH:7]=1, predict the reactants needed to synthesize it. The reactants are: [Cl:1][C:2]1[CH:3]=[C:4]([C:8]2[N:13]=[C:12]3[CH2:14][CH2:15][CH2:16][C:11]3=[C:10]([CH2:17][C:18]3[CH:23]=[CH:22][C:21]([C:24]([CH3:30])([CH3:29])[C:25]([O:27]C)=[O:26])=[CH:20][CH:19]=3)[CH:9]=2)[CH:5]=[CH:6][CH:7]=1.O1CCOCC1.O.[OH-].[Li+].Cl.